This data is from Catalyst prediction with 721,799 reactions and 888 catalyst types from USPTO. The task is: Predict which catalyst facilitates the given reaction. (1) Reactant: C(O[C:6]([N:8]1[CH2:13][CH2:12][CH:11]([N:14]2[CH:18]=[C:17]([B:19]3[O:23][C:22]([CH3:25])([CH3:24])[C:21]([CH3:27])([CH3:26])[O:20]3)[CH:16]=[N:15]2)[CH2:10][CH2:9]1)=O)(C)(C)C.Cl.C(N(CC)CC)C.IC. Product: [CH3:6][N:8]1[CH2:9][CH2:10][CH:11]([N:14]2[CH:18]=[C:17]([B:19]3[O:23][C:22]([CH3:25])([CH3:24])[C:21]([CH3:27])([CH3:26])[O:20]3)[CH:16]=[N:15]2)[CH2:12][CH2:13]1. The catalyst class is: 12. (2) Reactant: [NH2:1][C:2]1[CH:7]=[CH:6][C:5]([CH2:8][C:9]([O:11][CH2:12][CH3:13])=[O:10])=[CH:4][CH:3]=1.[F:14][C:15]1[CH:20]=[CH:19][C:18]([C:21]2[N:25]([CH3:26])[N:24]=[CH:23][C:22]=2/[CH:27]=[CH:28]/[C:29](O)=[O:30])=[CH:17][CH:16]=1.O.ON1C2C=CC=CC=2N=N1.Cl.C(N=C=NCCCN(C)C)C. Product: [F:14][C:15]1[CH:16]=[CH:17][C:18]([C:21]2[N:25]([CH3:26])[N:24]=[CH:23][C:22]=2/[CH:27]=[CH:28]/[C:29]([NH:1][C:2]2[CH:3]=[CH:4][C:5]([CH2:8][C:9]([O:11][CH2:12][CH3:13])=[O:10])=[CH:6][CH:7]=2)=[O:30])=[CH:19][CH:20]=1. The catalyst class is: 145. (3) Reactant: O[Li].O.[CH3:4][CH:5]([CH2:13][C:14]([O:16]C)=[O:15])[C:6]([O:8][C:9]([CH3:12])([CH3:11])[CH3:10])=[O:7].C1COCC1.O. Product: [C:9]([O:8][C:6](=[O:7])[CH:5]([CH3:4])[CH2:13][C:14]([OH:16])=[O:15])([CH3:12])([CH3:10])[CH3:11]. The catalyst class is: 5. (4) Reactant: CO[C:3]([C:5]1[CH:10]=[C:9]([NH2:11])[CH:8]=[CH:7][N:6]=1)=[O:4].[Cl:12][C:13]1[CH:14]=[C:15]([CH2:19][CH2:20][CH:21]=O)[CH:16]=[CH:17][CH:18]=1.[C:23]([OH:26])(=O)[CH3:24].C([BH3-])#[N:28].[Na+].C(=O)(O)[O-].[Na+]. Product: [CH2:23]([O:26][NH:28][C:3]([C:5]1[CH:10]=[C:9]([NH:11][CH2:21][CH2:20][CH2:19][C:15]2[CH:16]=[CH:17][CH:18]=[C:13]([Cl:12])[CH:14]=2)[CH:8]=[CH:7][N:6]=1)=[O:4])[CH3:24]. The catalyst class is: 5. (5) Reactant: [F:1][C:2]1[C:3]([C:21](=[O:29])[NH:22][C:23]2[CH:28]=[CH:27][CH:26]=[CH:25][CH:24]=2)=[C:4]([NH:8][C:9](=O)[C@@H:10]([NH:12][C:13](=[O:19])[O:14][C:15]([CH3:18])([CH3:17])[CH3:16])[CH3:11])[CH:5]=[CH:6][CH:7]=1.C(N(CC)CC)C.C/C(/O[Si](C)(C)C)=N\[Si](C)(C)C. Product: [F:1][C:2]1[CH:7]=[CH:6][CH:5]=[C:4]2[C:3]=1[C:21](=[O:29])[N:22]([C:23]1[CH:28]=[CH:27][CH:26]=[CH:25][CH:24]=1)[C:9]([C@@H:10]([NH:12][C:13](=[O:19])[O:14][C:15]([CH3:18])([CH3:17])[CH3:16])[CH3:11])=[N:8]2. The catalyst class is: 10. (6) Reactant: Cl.Cl.[CH2:3]([O:10][NH:11][C@H:12]1[CH2:17][NH:16][C@H:15]([C:18]([OH:20])=[O:19])[CH2:14][CH2:13]1)[C:4]1[CH:9]=[CH:8][CH:7]=[CH:6][CH:5]=1.[OH-].[Na+].C(=O)([O-])[O-].[K+].[K+].[CH3:29][Si:30]([CH2:33][CH2:34][O:35][C:36](ON1C(=O)CCC1=O)=[O:37])([CH3:32])[CH3:31].C(O)(=O)CC(CC(O)=O)(C(O)=O)O. Product: [CH2:3]([O:10][NH:11][C@H:12]1[CH2:17][N:16]([C:36]([O:35][CH2:34][CH2:33][Si:30]([CH3:32])([CH3:31])[CH3:29])=[O:37])[C@H:15]([C:18]([OH:20])=[O:19])[CH2:14][CH2:13]1)[C:4]1[CH:5]=[CH:6][CH:7]=[CH:8][CH:9]=1. The catalyst class is: 127. (7) Reactant: [OH-].[Na+].C([O:5][C:6]([C:8]1[CH:9]=[N:10][C:11]2[C:16]([CH:17]=1)=[CH:15][C:14]([F:18])=[CH:13][CH:12]=2)=[O:7])C.Cl. Product: [F:18][C:14]1[CH:15]=[C:16]2[C:11](=[CH:12][CH:13]=1)[N:10]=[CH:9][C:8]([C:6]([OH:7])=[O:5])=[CH:17]2. The catalyst class is: 5. (8) Reactant: F[C:2](F)(F)[C:3]([O:5][C:6]1[C:11]([F:12])=[C:10]([F:13])[CH:9]=[C:8]([F:14])[C:7]=1[F:15])=[O:4].[C:18]([N:21]1[C:32]2[C:24](=[C:25]3[C:29](=[CH:30][CH:31]=2)[NH:28]C(C(O)=O)=[CH:26]3)[CH2:23][CH2:22]1)(=[O:20])[NH2:19].C(N(CC)CC)C. Product: [C:18]([N:21]1[C:32]2[C:24](=[C:25]3[C:29](=[CH:30][CH:31]=2)[NH:28][C:2]([C:3]([O:5][C:6]2[C:11]([F:12])=[C:10]([F:13])[CH:9]=[C:8]([F:14])[C:7]=2[F:15])=[O:4])=[CH:26]3)[CH2:23][CH2:22]1)(=[O:20])[NH2:19]. The catalyst class is: 3.